From a dataset of Peptide-MHC class II binding affinity with 134,281 pairs from IEDB. Regression. Given a peptide amino acid sequence and an MHC pseudo amino acid sequence, predict their binding affinity value. This is MHC class II binding data. (1) The peptide sequence is KVFLTQMNARGVKVK. The MHC is HLA-DPA10301-DPB10402 with pseudo-sequence HLA-DPA10301-DPB10402. The binding affinity (normalized) is 0.549. (2) The peptide sequence is AIKFDFSTGLIIQGL. The MHC is HLA-DQA10102-DQB10602 with pseudo-sequence HLA-DQA10102-DQB10602. The binding affinity (normalized) is 0.790.